This data is from Catalyst prediction with 721,799 reactions and 888 catalyst types from USPTO. The task is: Predict which catalyst facilitates the given reaction. Reactant: [C:1]([N:11]1[CH2:16][CH2:15][N:14](C=O)[CH2:13][CH2:12]1)(=[O:10])[CH:2]=[CH:3][C:4]1[CH:9]=[CH:8][CH:7]=[CH:6][CH:5]=1. Product: [C:1]([N:11]1[CH2:12][CH2:13][NH:14][CH2:15][CH2:16]1)(=[O:10])[CH:2]=[CH:3][C:4]1[CH:5]=[CH:6][CH:7]=[CH:8][CH:9]=1. The catalyst class is: 22.